The task is: Predict the reactants needed to synthesize the given product.. This data is from Full USPTO retrosynthesis dataset with 1.9M reactions from patents (1976-2016). (1) Given the product [CH2:1]([O:4][C:5]1([CH3:46])[CH2:10][CH2:9][N:8]([C:11]2[N:16]3[N:17]=[C:18]([C:20]4[S:56][C:23]([CH2:24][C:25]5[CH:30]=[CH:29][CH:28]=[C:27]([Br:31])[CH:26]=5)=[CH:22][N:21]=4)[CH:19]=[C:15]3[N:14]=[C:13]([CH3:34])[C:12]=2[C@H:35]([O:41][C:42]([CH3:45])([CH3:44])[CH3:43])[C:36]([O:38][CH2:39][CH3:40])=[O:37])[CH2:7][CH2:6]1)[CH:2]=[CH2:3], predict the reactants needed to synthesize it. The reactants are: [CH2:1]([O:4][C:5]1([CH3:46])[CH2:10][CH2:9][N:8]([C:11]2[N:16]3[N:17]=[C:18]([C:20](=O)[NH:21][CH2:22][C:23](=O)[CH2:24][C:25]4[CH:30]=[CH:29][CH:28]=[C:27]([Br:31])[CH:26]=4)[CH:19]=[C:15]3[N:14]=[C:13]([CH3:34])[C:12]=2[C@H:35]([O:41][C:42]([CH3:45])([CH3:44])[CH3:43])[C:36]([O:38][CH2:39][CH3:40])=[O:37])[CH2:7][CH2:6]1)[CH:2]=[CH2:3].COC1C=CC(P2(SP(C3C=CC(OC)=CC=3)(=S)S2)=[S:56])=CC=1. (2) Given the product [CH3:1][O:2][CH2:3][CH2:4][O:5][C:6]1[CH:7]=[C:8]([CH:9]([OH:10])[CH2:15][C:14]#[N:16])[CH:11]=[CH:12][CH:13]=1, predict the reactants needed to synthesize it. The reactants are: [CH3:1][O:2][CH2:3][CH2:4][O:5][C:6]1[CH:7]=[C:8]([CH:11]=[CH:12][CH:13]=1)[CH:9]=[O:10].[C:14](#[N:16])[CH3:15].